This data is from Forward reaction prediction with 1.9M reactions from USPTO patents (1976-2016). The task is: Predict the product of the given reaction. (1) Given the reactants C[Si]([N-][Si](C)(C)C)(C)C.[Na+].[CH3:11][C:12]1[N:17]=[C:16]([Cl:18])[N:15]=[C:14](Cl)[CH:13]=1.[NH2:20][C:21]1[CH:26]=[CH:25][CH:24]=[CH:23][N:22]=1, predict the reaction product. The product is: [Cl:18][C:16]1[N:15]=[C:14]([NH:20][C:21]2[CH:26]=[CH:25][CH:24]=[CH:23][N:22]=2)[CH:13]=[C:12]([CH3:11])[N:17]=1. (2) Given the reactants [CH:1]1([C:6]2[CH:7]=[C:8]([C:18]([OH:20])=O)[CH:9]=[N:10][C:11]=2[O:12][CH2:13][C:14]([F:17])([F:16])[F:15])[CH2:5][CH2:4][CH2:3][CH2:2]1.[N:21]1([NH2:27])[CH2:26][CH2:25][O:24][CH2:23][CH2:22]1, predict the reaction product. The product is: [CH:1]1([C:6]2[CH:7]=[C:8]([C:18]([NH:27][N:21]3[CH2:26][CH2:25][O:24][CH2:23][CH2:22]3)=[O:20])[CH:9]=[N:10][C:11]=2[O:12][CH2:13][C:14]([F:15])([F:16])[F:17])[CH2:2][CH2:3][CH2:4][CH2:5]1. (3) Given the reactants NC1C=CC=CC=1.[N:8]1[CH:13]=[CH:12][CH:11]=[CH:10][C:9]=1[CH:14]=O.[Cl:16][C:17]1[CH:42]=[CH:41][CH:40]=[CH:39][C:18]=1[O:19][C:20]1[CH:21]=[C:22]([NH2:38])[C:23]([NH2:37])=[CH:24][C:25]=1[O:26][C:27]1[CH:28]=[N:29][C:30]([S:33]([CH3:36])(=[O:35])=[O:34])=[CH:31][CH:32]=1, predict the reaction product. The product is: [Cl:16][C:17]1[CH:42]=[CH:41][CH:40]=[CH:39][C:18]=1[O:19][C:20]1[C:25]([O:26][C:27]2[CH:28]=[N:29][C:30]([S:33]([CH3:36])(=[O:34])=[O:35])=[CH:31][CH:32]=2)=[CH:24][C:23]2[NH:37][C:14]([C:9]3[CH:10]=[CH:11][CH:12]=[CH:13][N:8]=3)=[N:38][C:22]=2[CH:21]=1. (4) Given the reactants [Cl:1][C:2]1[CH:3]=[C:4]([CH:10]=[C:11]([Cl:14])[C:12]=1[OH:13])[C:5]([O:7][CH2:8][CH3:9])=[O:6].C(=O)([O-])[O-].[K+].[K+].[CH2:21](Cl)[C:22]1[CH:27]=[CH:26][CH:25]=[CH:24][CH:23]=1, predict the reaction product. The product is: [CH2:21]([O:13][C:12]1[C:2]([Cl:1])=[CH:3][C:4]([C:5]([O:7][CH2:8][CH3:9])=[O:6])=[CH:10][C:11]=1[Cl:14])[C:22]1[CH:27]=[CH:26][CH:25]=[CH:24][CH:23]=1. (5) Given the reactants [Cl:1][C:2]1[CH:3]=[C:4]2[C:9](=[CH:10][C:11]=1[O:12][CH3:13])[N:8]=[C:7]([O:14][CH3:15])[C:6]([C:16](=O)[CH3:17])=[CH:5]2.[CH3:19][C:20]([S@:23]([NH2:25])=[O:24])([CH3:22])[CH3:21], predict the reaction product. The product is: [Cl:1][C:2]1[CH:3]=[C:4]2[C:9](=[CH:10][C:11]=1[O:12][CH3:13])[N:8]=[C:7]([O:14][CH3:15])[C:6](/[C:16](=[N:25]/[S@@:23]([C:20]([CH3:22])([CH3:21])[CH3:19])=[O:24])/[CH3:17])=[CH:5]2. (6) Given the reactants [CH2:1]([NH:4][C:5](=[O:14])[C:6]1[CH:11]=[C:10]([Cl:12])[CH:9]=[CH:8][C:7]=1[NH2:13])[CH2:2][CH3:3].[C:15](OCCC)(OCCC)(OCCC)[O:16][CH2:17][CH2:18][CH3:19], predict the reaction product. The product is: [Cl:12][C:10]1[CH:11]=[C:6]2[C:7](=[CH:8][CH:9]=1)[N:13]=[C:15]([O:16][CH2:17][CH2:18][CH3:19])[N:4]([CH2:1][CH2:2][CH3:3])[C:5]2=[O:14].